Dataset: Forward reaction prediction with 1.9M reactions from USPTO patents (1976-2016). Task: Predict the product of the given reaction. Given the reactants O.O.O.[F:4][C:5]([F:13])([F:12])[C:6]([C:8]([F:11])([F:10])[F:9])=[O:7].O.FC(F)(F)C(C(F)(F)F)=O, predict the reaction product. The product is: [F:4][C:5]([F:13])([F:12])[C:6]([C:8]([F:11])([F:10])[F:9])=[O:7].